This data is from Catalyst prediction with 721,799 reactions and 888 catalyst types from USPTO. The task is: Predict which catalyst facilitates the given reaction. (1) Reactant: Br[CH2:2][C:3]1[CH:4]=[C:5]([CH:8]=[C:9]([F:11])[CH:10]=1)[C:6]#[N:7].C([O-])([O-])=O.[Na+].[Na+].[N:18]1[CH:23]=[CH:22][CH:21]=[CH:20][C:19]=1[C:24]1[O:25][C:26]2[CH2:31][CH2:30][NH:29][CH2:28][C:27]=2[N:32]=1. Product: [F:11][C:9]1[CH:8]=[C:5]([CH:4]=[C:3]([CH2:2][N:29]2[CH2:30][CH2:31][C:26]3[O:25][C:24]([C:19]4[CH:20]=[CH:21][CH:22]=[CH:23][N:18]=4)=[N:32][C:27]=3[CH2:28]2)[CH:10]=1)[C:6]#[N:7]. The catalyst class is: 23. (2) Reactant: [NH2:1][C:2]1[S:3][C:4]2[C:11](=[O:12])[CH2:10][CH2:9][CH2:8][CH2:7][C:5]=2[N:6]=1.[Br:13]Br. Product: [NH2:1][C:2]1[S:3][C:4]2[C:11](=[O:12])[CH:10]([Br:13])[CH2:9][CH2:8][CH2:7][C:5]=2[N:6]=1. The catalyst class is: 15. (3) Reactant: [H-].[H-].[H-].[H-].[Li+].[Al+3].[N:7]([CH2:10]/[CH:11]=[CH:12]/[CH:13]=[CH:14]/[CH2:15][CH2:16][CH2:17][CH2:18][CH2:19][CH2:20][CH3:21])=[N+]=[N-]. Product: [CH2:10]([NH2:7])/[CH:11]=[CH:12]/[CH:13]=[CH:14]/[CH2:15][CH2:16][CH2:17][CH2:18][CH2:19][CH2:20][CH3:21]. The catalyst class is: 27. (4) Reactant: [H-].[Na+].[CH3:3][S:4]([NH2:7])(=[O:6])=[O:5].[CH:8]1([N:11]2[C:15]([C:16]3[CH:17]=[C:18]([CH:22]4[CH2:31][C:30]([CH3:33])([CH3:32])[C:29]5[C:24](=[CH:25][CH:26]=[C:27]([C:34](O)=[O:35])[CH:28]=5)[NH:23]4)[CH:19]=[CH:20][CH:21]=3)=[N:14][N:13]=[N:12]2)[CH2:10][CH2:9]1.C(N1C=CN=C1)(N1C=CN=C1)=O. Product: [CH:8]1([N:11]2[C:15]([C:16]3[CH:17]=[C:18]([CH:22]4[CH2:31][C:30]([CH3:32])([CH3:33])[C:29]5[C:24](=[CH:25][CH:26]=[C:27]([C:34]([NH:7][S:4]([CH3:3])(=[O:6])=[O:5])=[O:35])[CH:28]=5)[NH:23]4)[CH:19]=[CH:20][CH:21]=3)=[N:14][N:13]=[N:12]2)[CH2:10][CH2:9]1. The catalyst class is: 35.